This data is from Catalyst prediction with 721,799 reactions and 888 catalyst types from USPTO. The task is: Predict which catalyst facilitates the given reaction. (1) Reactant: [Al+3].[Cl-].[Cl-].[Cl-].[CH3:5][C:6]1([CH3:17])[C:15]2[C:10](=[CH:11][CH:12]=[CH:13][CH:14]=2)[C:9](=[O:16])[CH2:8][CH2:7]1.[Br:18]Br. Product: [CH3:5][C:6]1([CH3:17])[C:15]2[C:10](=[CH:11][C:12]([Br:18])=[CH:13][CH:14]=2)[C:9](=[O:16])[CH2:8][CH2:7]1. The catalyst class is: 2. (2) Reactant: [Br:1][C:2]1[CH:11]=[C:10]2[C:5]([C:6](O)=[N:7][CH:8]=[N:9]2)=[CH:4][C:3]=1[Cl:13].S(Cl)([Cl:16])=O. Product: [Br:1][C:2]1[CH:11]=[C:10]2[C:5]([C:6]([Cl:16])=[N:7][CH:8]=[N:9]2)=[CH:4][C:3]=1[Cl:13]. The catalyst class is: 3. (3) Reactant: [Cl:1][C:2]1[N:10]([CH2:11][CH:12]=[CH2:13])[C:9]2[C:8](=[O:14])[NH:7][C:6](=[O:15])[NH:5][C:4]=2[N:3]=1.C(=O)([O-])[O-].[Na+].[Na+].Br[CH2:23][CH2:24][CH2:25][C:26]([F:29])([F:28])[F:27]. Product: [Cl:1][C:2]1[N:10]([CH2:11][CH:12]=[CH2:13])[C:9]2[C:8](=[O:14])[NH:7][C:6](=[O:15])[N:5]([CH2:23][CH2:24][CH2:25][C:26]([F:29])([F:28])[F:27])[C:4]=2[N:3]=1. The catalyst class is: 9. (4) Reactant: [CH3:1][C:2]([CH3:10])([C:5](=O)[CH2:6][C:7]#[N:8])[C:3]#[N:4].Cl.[C:12]1([NH:18][NH2:19])[CH:17]=[CH:16][CH:15]=[CH:14][CH:13]=1.Cl.C([O-])(O)=O.[Na+]. Product: [NH2:8][C:7]1[N:18]([C:12]2[CH:17]=[CH:16][CH:15]=[CH:14][CH:13]=2)[N:19]=[C:5]([C:2]([CH3:10])([CH3:1])[C:3]#[N:4])[CH:6]=1. The catalyst class is: 14.